From a dataset of Full USPTO retrosynthesis dataset with 1.9M reactions from patents (1976-2016). Predict the reactants needed to synthesize the given product. (1) Given the product [N:15]1([CH2:14][C@@H:10]2[CH2:11][CH2:12][CH2:13][N:8]([C:6]([O:5][C:1]([CH3:4])([CH3:3])[CH3:2])=[O:7])[CH2:9]2)[CH2:20][CH2:19][NH:18][CH2:17][CH2:16]1, predict the reactants needed to synthesize it. The reactants are: [C:1]([O:5][C:6]([N:8]1[CH2:13][CH2:12][CH2:11][C@@H:10]([CH2:14][N:15]2[CH2:20][CH2:19][N:18](C(OCC3C=CC=CC=3)=O)[CH2:17][CH2:16]2)[CH2:9]1)=[O:7])([CH3:4])([CH3:3])[CH3:2]. (2) Given the product [Si:1]([O:8][CH:9]([CH2:15][C:16]#[CH:17])[C:10]([CH3:14])([CH3:13])[CH:11]=[O:12])([C:4]([CH3:7])([CH3:6])[CH3:5])([CH3:3])[CH3:2], predict the reactants needed to synthesize it. The reactants are: [Si:1]([O:8][CH:9]([CH2:15][C:16]#[CH:17])[C:10]([CH3:14])([CH3:13])[CH2:11][OH:12])([C:4]([CH3:7])([CH3:6])[CH3:5])([CH3:3])[CH3:2].C1C=C[NH+]=CC=1.C1C=C[NH+]=CC=1.[O-][Cr](O[Cr]([O-])(=O)=O)(=O)=O. (3) Given the product [OH:12][CH2:13][CH2:14][N:15]1[CH2:16][CH2:17][N:18]([CH2:21][C:22]2[CH:27]=[CH:26][C:25]([NH:28][C:29](=[O:38])[C:30]3[CH:35]=[CH:34][C:33]([CH3:36])=[C:32]([C:2]#[C:1][C:3]4[N:7]5[N:8]=[CH:9][CH:10]=[CH:11][C:6]5=[N:5][CH:4]=4)[CH:31]=3)=[CH:24][C:23]=2[C:39]([F:42])([F:41])[F:40])[CH2:19][CH2:20]1, predict the reactants needed to synthesize it. The reactants are: [C:1]([C:3]1[N:7]2[N:8]=[CH:9][CH:10]=[CH:11][C:6]2=[N:5][CH:4]=1)#[CH:2].[OH:12][CH2:13][CH2:14][N:15]1[CH2:20][CH2:19][N:18]([CH2:21][C:22]2[CH:27]=[CH:26][C:25]([NH:28][C:29](=[O:38])[C:30]3[CH:35]=[CH:34][C:33]([CH3:36])=[C:32](I)[CH:31]=3)=[CH:24][C:23]=2[C:39]([F:42])([F:41])[F:40])[CH2:17][CH2:16]1. (4) Given the product [C:5]([OH:7])(=[O:4])[CH3:6].[CH3:37][C:9]([CH3:8])([CH3:36])[C:10](=[O:35])[CH2:11][CH2:12][C:13]1[CH:18]=[CH:17][C:16]([C:19]([C:24]2[S:28][C:27]([S:29]([NH2:32])(=[O:31])=[O:30])=[C:26]([CH3:33])[CH:25]=2)([CH2:22][CH3:23])[CH2:20][CH3:21])=[CH:15][C:14]=1[CH3:34], predict the reactants needed to synthesize it. The reactants are: [Li+].[OH-].C[O:4][C:5](=[O:7])[CH3:6].[CH3:8][C:9]([CH3:37])([CH3:36])[C:10](=[O:35])[CH2:11][CH2:12][C:13]1[CH:18]=[CH:17][C:16]([C:19]([C:24]2[S:28][C:27]([S:29]([NH2:32])(=[O:31])=[O:30])=[C:26]([CH3:33])[CH:25]=2)([CH2:22][CH3:23])[CH2:20][CH3:21])=[CH:15][C:14]=1[CH3:34].